From a dataset of Full USPTO retrosynthesis dataset with 1.9M reactions from patents (1976-2016). Predict the reactants needed to synthesize the given product. (1) Given the product [CH3:1][C:2]1[S:3][CH:4]=[C:5]([CH2:7][CH2:8][O:9][C:11]2[CH:16]=[CH:15][C:14]([N+:17]([O-:19])=[O:18])=[CH:13][CH:12]=2)[N:6]=1, predict the reactants needed to synthesize it. The reactants are: [CH3:1][C:2]1[S:3][CH:4]=[C:5]([CH2:7][CH2:8][OH:9])[N:6]=1.F[C:11]1[CH:16]=[CH:15][C:14]([N+:17]([O-:19])=[O:18])=[CH:13][CH:12]=1.CC(C)([O-])C.[K+].O. (2) The reactants are: [F:1][C:2]1[CH:3]=[C:4]([CH2:12][C:13]([NH:15][C:16]2[C:25]([CH3:26])=[CH:24][CH:23]=[C:22]3[C:17]=2[CH:18]=[CH:19][N:20]([C@H:28]([CH3:43])[CH2:29][N:30]2[CH2:35][CH2:34][N:33](C(OC(C)(C)C)=O)[CH2:32][CH2:31]2)[C:21]3=[O:27])=[O:14])[CH:5]=[CH:6][C:7]=1[C:8]([F:11])([F:10])[F:9].CO.Cl.O1CCOCC1. Given the product [F:1][C:2]1[CH:3]=[C:4]([CH2:12][C:13]([NH:15][C:16]2[C:25]([CH3:26])=[CH:24][CH:23]=[C:22]3[C:17]=2[CH:18]=[CH:19][N:20]([C@H:28]([CH3:43])[CH2:29][N:30]2[CH2:35][CH2:34][NH:33][CH2:32][CH2:31]2)[C:21]3=[O:27])=[O:14])[CH:5]=[CH:6][C:7]=1[C:8]([F:10])([F:9])[F:11], predict the reactants needed to synthesize it. (3) The reactants are: [NH2:1][C:2]1[C:11](C)=[CH:10][CH:9]=[CH:8][C:3]=1[C:4](OC)=O.[CH3:13][Mg]Br.CC[O:18][CH2:19][CH3:20]. Given the product [NH2:1][C:2]1[C:3]([CH3:4])=[CH:8][CH:9]=[CH:10][C:11]=1[C:19]([OH:18])([CH3:20])[CH3:13], predict the reactants needed to synthesize it. (4) Given the product [O:5]=[C:4]([CH:6]1[C:11]([CH3:12])([CH3:13])[CH2:10][CH:9]=[CH:8][CH:7]1[CH3:14])[CH2:3][CH:2]([S:15][CH2:16][CH2:17][C:18]([OH:20])=[O:19])[CH3:1], predict the reactants needed to synthesize it. The reactants are: [CH3:1]/[CH:2]=[CH:3]/[C:4]([CH:6]1[C:11]([CH3:13])([CH3:12])[CH2:10][CH:9]=[CH:8][CH:7]1[CH3:14])=[O:5].[SH:15][CH2:16][CH2:17][C:18]([OH:20])=[O:19].